Dataset: Reaction yield outcomes from USPTO patents with 853,638 reactions. Task: Predict the reaction yield, written as a fraction of the theoretical maximum amount of product (1.0 means a 100% yield; for example, 0.34 means a 34% yield). (1) The reactants are [NH2:1][C:2]1[CH:7]=[CH:6][C:5]([O:8][CH:9]2[CH2:12][CH2:11][CH2:10]2)=[CH:4][C:3]=1[C:13]1[CH:14]=[C:15]([CH:29]=[CH:30][N:31]=1)[C:16]([NH:18][C@@H:19]1[C:28]2[C:23](=[CH:24][CH:25]=[CH:26][CH:27]=2)[CH2:22][CH2:21][CH2:20]1)=[O:17].[CH3:32][C:33]([CH3:62])([O:35][C:36](=[O:61])[CH2:37][CH2:38][O:39][CH2:40][CH2:41][O:42][CH2:43][CH2:44][O:45][CH2:46][CH2:47][O:48][CH2:49][CH2:50][CH2:51][C:52]1[CH:53]=[C:54]([CH:58]=[CH:59][CH:60]=1)[C:55](O)=[O:56])[CH3:34].CCN(C(C)C)C(C)C.CN(C(ON1N=NC2C=CC=NC1=2)=[N+](C)C)C.F[P-](F)(F)(F)(F)F. The yield is 0.340. The product is [CH:9]1([O:8][C:5]2[CH:6]=[CH:7][C:2]([NH:1][C:55]([C:54]3[CH:53]=[C:52]([CH2:51][CH2:50][CH2:49][O:48][CH2:47][CH2:46][O:45][CH2:44][CH2:43][O:42][CH2:41][CH2:40][O:39][CH2:38][CH2:37][C:36]([O:35][C:33]([CH3:62])([CH3:34])[CH3:32])=[O:61])[CH:60]=[CH:59][CH:58]=3)=[O:56])=[C:3]([C:13]3[CH:14]=[C:15]([C:16](=[O:17])[NH:18][C@@H:19]4[C:28]5[C:23](=[CH:24][CH:25]=[CH:26][CH:27]=5)[CH2:22][CH2:21][CH2:20]4)[CH:29]=[CH:30][N:31]=3)[CH:4]=2)[CH2:12][CH2:11][CH2:10]1. The catalyst is CN(C=O)C. (2) The catalyst is CO. The yield is 0.760. The reactants are [CH:1]([C:4]1[C:5](=[O:12])[CH:6]=[CH:7][C:8](=[N:10]O)[CH:9]=1)([CH3:3])[CH3:2]. The product is [NH2:10][C:8]1[CH:7]=[CH:6][C:5]([OH:12])=[C:4]([CH:1]([CH3:3])[CH3:2])[CH:9]=1. (3) The reactants are [O:1]([C:8]1[CH:13]=[CH:12][C:11]([CH2:14][CH2:15][C:16]([C:18]2[O:19][C:20]([C:23]3[N:28]=[C:27]([C:29]([O:31]C)=[O:30])[CH:26]=[CH:25][CH:24]=3)=[CH:21][N:22]=2)=[O:17])=[CH:10][CH:9]=1)[C:2]1[CH:7]=[CH:6][CH:5]=[CH:4][CH:3]=1.[Li+].[OH-].Cl. The catalyst is C1COCC1.O.CCOC(C)=O. The product is [O:1]([C:8]1[CH:9]=[CH:10][C:11]([CH2:14][CH2:15][C:16]([C:18]2[O:19][C:20]([C:23]3[N:28]=[C:27]([C:29]([OH:31])=[O:30])[CH:26]=[CH:25][CH:24]=3)=[CH:21][N:22]=2)=[O:17])=[CH:12][CH:13]=1)[C:2]1[CH:7]=[CH:6][CH:5]=[CH:4][CH:3]=1. The yield is 0.910. (4) The reactants are Cl[C:2]1[N:6](C2CCCCO2)[C:5]2[CH:13]=[C:14]([Cl:18])[C:15]([Cl:17])=[CH:16][C:4]=2[N:3]=1.Cl.[CH3:20][S:21]([N:24]1[C:37]2[C:32](=[CH:33][CH:34]=[CH:35][CH:36]=2)[C:26]2([CH2:31][CH2:30][NH:29][CH2:28][CH2:27]2)[CH2:25]1)(=[O:23])=[O:22].C(=O)([O-])[O-].[Cs+].[Cs+].C12(CS(O)(=O)=O)C(C)(C)C(CC1)CC2=O. The catalyst is O1CCOCC1.O. The product is [Cl:17][C:15]1[C:14]([Cl:18])=[CH:13][C:5]2[N:6]=[C:2]([N:29]3[CH2:30][CH2:31][C:26]4([C:32]5[C:37](=[CH:36][CH:35]=[CH:34][CH:33]=5)[N:24]([S:21]([CH3:20])(=[O:22])=[O:23])[CH2:25]4)[CH2:27][CH2:28]3)[NH:3][C:4]=2[CH:16]=1. The yield is 0.340. (5) The reactants are [Br:1][C:2]1[C:3]([CH3:9])=[CH:4][C:5]([Cl:8])=[N:6][CH:7]=1.C([O:14]C(N(C)C)N(C)C)(C)(C)C.I([O-])(=O)(=O)=O.[Na+]. The catalyst is CN(C)C=O.O1CCCC1.O.ClCCl. The product is [Br:1][C:2]1[C:3]([CH:9]=[O:14])=[CH:4][C:5]([Cl:8])=[N:6][CH:7]=1. The yield is 0.800. (6) The reactants are [Si:1]([O:8][CH2:9][C:10]1([CH3:38])[S:16][CH2:15][CH2:14][N:13]2[C:17]([C:20]3([C:23]4[CH:28]=[CH:27][C:26](B5OC(C)(C)C(C)(C)O5)=[CH:25][CH:24]=4)[CH2:22][CH2:21]3)=[N:18][N:19]=[C:12]2[CH2:11]1)([C:4]([CH3:7])([CH3:6])[CH3:5])([CH3:3])[CH3:2].Br[C:40]1[CH:45]=[CH:44][CH:43]=[C:42]([O:46][CH3:47])[N:41]=1.C(=O)([O-])[O-].[K+].[K+].C(=O)([O-])O.[Na+]. The catalyst is C(COC)OC.O.C1C=CC([P]([Pd]([P](C2C=CC=CC=2)(C2C=CC=CC=2)C2C=CC=CC=2)([P](C2C=CC=CC=2)(C2C=CC=CC=2)C2C=CC=CC=2)[P](C2C=CC=CC=2)(C2C=CC=CC=2)C2C=CC=CC=2)(C2C=CC=CC=2)C2C=CC=CC=2)=CC=1. The product is [Si:1]([O:8][CH2:9][C:10]1([CH3:38])[S:16][CH2:15][CH2:14][N:13]2[C:17]([C:20]3([C:23]4[CH:28]=[CH:27][C:26]([C:40]5[CH:45]=[CH:44][CH:43]=[C:42]([O:46][CH3:47])[N:41]=5)=[CH:25][CH:24]=4)[CH2:22][CH2:21]3)=[N:18][N:19]=[C:12]2[CH2:11]1)([C:4]([CH3:5])([CH3:6])[CH3:7])([CH3:2])[CH3:3]. The yield is 0.790. (7) The reactants are [CH3:1][N:2]([CH3:20])[CH:3]1[CH2:7][CH2:6][N:5]([C:8]2[O:9][C:10]3[CH:16]=[CH:15][C:14]([N+:17]([O-])=O)=[CH:13][C:11]=3[N:12]=2)[CH2:4]1. The catalyst is C(O)(=O)C.O. The product is [CH3:1][N:2]([CH3:20])[CH:3]1[CH2:7][CH2:6][N:5]([C:8]2[O:9][C:10]3[CH:16]=[CH:15][C:14]([NH2:17])=[CH:13][C:11]=3[N:12]=2)[CH2:4]1. The yield is 0.860.